Dataset: NCI-60 drug combinations with 297,098 pairs across 59 cell lines. Task: Regression. Given two drug SMILES strings and cell line genomic features, predict the synergy score measuring deviation from expected non-interaction effect. Drug 1: C(CC(=O)O)C(=O)CN.Cl. Drug 2: CC(C)NC(=O)C1=CC=C(C=C1)CNNC.Cl. Cell line: UACC62. Synergy scores: CSS=4.12, Synergy_ZIP=-0.555, Synergy_Bliss=1.89, Synergy_Loewe=1.48, Synergy_HSA=1.65.